From a dataset of Full USPTO retrosynthesis dataset with 1.9M reactions from patents (1976-2016). Predict the reactants needed to synthesize the given product. (1) The reactants are: [Cl:1][C:2]1[CH:16]=[CH:15][C:5]([CH2:6][S:7][CH:8]([C:12](=O)[CH3:13])[C:9](=O)[CH3:10])=[CH:4][CH:3]=1.O.[NH2:18][NH2:19].O. Given the product [Cl:1][C:2]1[CH:16]=[CH:15][C:5]([CH2:6][S:7][C:8]2[C:12]([CH3:13])=[N:18][NH:19][C:9]=2[CH3:10])=[CH:4][CH:3]=1, predict the reactants needed to synthesize it. (2) The reactants are: [I:1][CH2:2][CH2:3][CH2:4]I.[CH2:6]([O:13][C:14]1[C:15](=[O:20])[NH:16][CH:17]=[CH:18][CH:19]=1)[C:7]1[CH:12]=[CH:11][CH:10]=[CH:9][CH:8]=1.C([O-])([O-])=O.[Na+].[Na+]. Given the product [CH2:6]([O:13][C:14]1[C:15](=[O:20])[N:16]([CH2:4][CH2:3][CH2:2][I:1])[CH:17]=[CH:18][CH:19]=1)[C:7]1[CH:8]=[CH:9][CH:10]=[CH:11][CH:12]=1, predict the reactants needed to synthesize it. (3) Given the product [Cl:56][C:57]1[CH:62]=[CH:61][C:60]([CH2:63][NH:64][C:20](=[O:22])[CH2:19][C@@H:7]2[CH2:6][CH:5]=[CH:4][CH2:3][C@@H:2]([CH3:1])[C:13](=[O:14])[O:12][CH2:11][C@@H:10]3[CH2:15][CH2:16][CH2:17][N:9]3[C:8]2=[O:18])=[CH:59][CH:58]=1, predict the reactants needed to synthesize it. The reactants are: [CH3:1][C@H:2]1[C:13](=[O:14])[O:12][CH2:11][C@@H:10]2[CH2:15][CH2:16][CH2:17][N:9]2[C:8](=[O:18])[C@H:7]([CH2:19][C:20]([O:22]C(C)(C)C)=O)[CH2:6][CH:5]=[CH:4][CH2:3]1.FC(F)(F)C(O)=O.C[C@H]1C(=O)OC[C@@H]2CCCN2C(=O)[C@H](CC(O)=O)CC=CC1.[Cl:56][C:57]1[CH:62]=[CH:61][C:60]([CH2:63][NH2:64])=[CH:59][CH:58]=1. (4) The reactants are: [NH:1]1[C:5]2=[N:6][CH:7]=[CH:8][CH:9]=[C:4]2[C:3]([NH2:10])=[N:2]1.Cl[CH2:12][C:13]([N:15]1[CH2:20][CH2:19][N:18]([C:21]2[CH:26]=[C:25]([O:27][CH3:28])[C:24]([Cl:29])=[CH:23][C:22]=2[F:30])[CH2:17][CH:16]1[CH3:31])=[O:14].C([O-])([O-])=O.[K+].[K+]. Given the product [NH2:10][C:3]1[C:4]2[C:5](=[N:6][CH:7]=[CH:8][CH:9]=2)[N:1]([CH2:12][C:13]([N:15]2[CH2:20][CH2:19][N:18]([C:21]3[CH:26]=[C:25]([O:27][CH3:28])[C:24]([Cl:29])=[CH:23][C:22]=3[F:30])[CH2:17][CH:16]2[CH3:31])=[O:14])[N:2]=1, predict the reactants needed to synthesize it. (5) The reactants are: Cl[C:2]1[C:7]([CH:8]=[CH:9][C:10]([NH:12][CH2:13][C:14]2[CH:19]=[CH:18][C:17]([NH:20][S:21]([CH3:24])(=[O:23])=[O:22])=[C:16]([F:25])[CH:15]=2)=[O:11])=[CH:6][CH:5]=[C:4]([C:26]([F:29])([F:28])[F:27])[N:3]=1.[CH2:30]([NH:32][CH2:33][CH3:34])[CH3:31]. Given the product [CH2:30]([N:32]([CH2:33][CH3:34])[C:2]1[C:7]([CH:8]=[CH:9][C:10]([NH:12][CH2:13][C:14]2[CH:19]=[CH:18][C:17]([NH:20][S:21]([CH3:24])(=[O:23])=[O:22])=[C:16]([F:25])[CH:15]=2)=[O:11])=[CH:6][CH:5]=[C:4]([C:26]([F:29])([F:28])[F:27])[N:3]=1)[CH3:31], predict the reactants needed to synthesize it. (6) Given the product [CH2:1]([C:3]1[N:7]=[C:6]([C:8]2[CH:13]=[CH:12][CH:11]=[C:10]([C:14]([F:17])([F:15])[F:16])[CH:9]=2)[N:5]([CH3:18])[C:4]=1[C:19]([N:21]1[CH2:22][CH2:23][CH:24]([N:27]2[CH2:31][CH2:30][CH2:29][CH2:28]2)[CH2:25][CH2:26]1)=[O:20])[CH3:2], predict the reactants needed to synthesize it. The reactants are: [C:1]([C:3]1[N:7]=[C:6]([C:8]2[CH:13]=[CH:12][CH:11]=[C:10]([C:14]([F:17])([F:16])[F:15])[CH:9]=2)[N:5]([CH3:18])[C:4]=1[C:19]([N:21]1[CH2:26][CH2:25][CH:24]([N:27]2[CH2:31][CH2:30][CH2:29][CH2:28]2)[CH2:23][CH2:22]1)=[O:20])#[CH:2]. (7) The reactants are: [CH:1]1([C:4]2[N:8]=[C:7]([C:9]3[NH:10][C:11]4[C:16]([C:17]=3[CH:18]=[O:19])=[CH:15][C:14]([O:20][CH3:21])=[CH:13][CH:12]=4)[O:6][N:5]=2)[CH2:3][CH2:2]1.[H-].[Na+].Cl[CH2:25][CH2:26][N:27]1[CH2:32][CH2:31][N:30]([CH3:33])[CH2:29][CH2:28]1. Given the product [CH:1]1([C:4]2[N:8]=[C:7]([C:9]3[N:10]([CH2:25][CH2:26][N:27]4[CH2:32][CH2:31][N:30]([CH3:33])[CH2:29][CH2:28]4)[C:11]4[C:16]([C:17]=3[CH:18]=[O:19])=[CH:15][C:14]([O:20][CH3:21])=[CH:13][CH:12]=4)[O:6][N:5]=2)[CH2:2][CH2:3]1, predict the reactants needed to synthesize it.